The task is: Predict the product of the given reaction.. This data is from Forward reaction prediction with 1.9M reactions from USPTO patents (1976-2016). (1) Given the reactants C(OCC)C.[C:6]([C:8]1[CH:9]=[C:10]([C:14]2[CH:15]=[C:16]([CH:21]=[C:22]([CH2:24]O)[CH:23]=2)[C:17]([O:19][CH3:20])=[O:18])[CH:11]=[CH:12][CH:13]=1)#[N:7].P(Br)(Br)[Br:27], predict the reaction product. The product is: [C:6]([C:8]1[CH:9]=[C:10]([C:14]2[CH:15]=[C:16]([CH:21]=[C:22]([CH2:24][Br:27])[CH:23]=2)[C:17]([O:19][CH3:20])=[O:18])[CH:11]=[CH:12][CH:13]=1)#[N:7]. (2) Given the reactants [N:1]1([CH2:7][CH2:8][CH2:9][NH:10][C:11]2[N:12]=[N+:13]([O-:25])[C:14]3[CH:24]=[C:23]4[C:18]([CH2:19][CH2:20][CH2:21][O:22]4)=[CH:17][C:15]=3[N:16]=2)[CH2:6][CH2:5][O:4][CH2:3][CH2:2]1.CO.CC[O:30]C(C)=O, predict the reaction product. The product is: [N:1]1([CH2:7][CH2:8][CH2:9][NH:10][C:11]2[N:12]=[N+:13]([O-:25])[C:14]3[CH:24]=[C:23]4[C:18]([CH2:19][CH2:20][CH2:21][O:22]4)=[CH:17][C:15]=3[N+:16]=2[O-:30])[CH2:2][CH2:3][O:4][CH2:5][CH2:6]1. (3) Given the reactants [Mg].[CH2:2]([C:4]1[C:12]2[N:11]3[C@H:13]([CH3:18])[CH2:14][NH:15][C:16](=[O:17])[C:10]3=[CH:9][C:8]=2[CH:7]=[CH:6][CH:5]=1)[CH3:3].[H][H].P([O-])([O-])([O-])=O.[K+].[K+].[K+], predict the reaction product. The product is: [CH2:2]([C:4]1[C:12]2[N:11]3[C@H:13]([CH3:18])[CH2:14][NH:15][C:16](=[O:17])[C@@H:10]3[CH2:9][C:8]=2[CH:7]=[CH:6][CH:5]=1)[CH3:3]. (4) Given the reactants [NH:1]1[CH2:6][CH2:5][O:4][CH2:3][CH2:2]1.CCN=C=NCCCN(C)C.Cl.C1C=CC2N(O)N=NC=2C=1.Cl.[Cl:30][C:31]1[C:32]([N:59]2[CH2:64][CH2:63][CH:62]([C:65](O)=[O:66])[CH2:61][CH2:60]2)=[N:33][CH:34]=[C:35]([C:37](=[O:58])[NH:38][C:39]2[S:40][C:41]([CH2:50][N:51]([CH2:53][CH2:54][CH2:55][O:56][CH3:57])[CH3:52])=[C:42]([C:44]3[S:45][CH:46]=[C:47]([Cl:49])[CH:48]=3)[N:43]=2)[CH:36]=1, predict the reaction product. The product is: [ClH:30].[Cl:30][C:31]1[C:32]([N:59]2[CH2:60][CH2:61][CH:62]([C:65]([N:1]3[CH2:6][CH2:5][O:4][CH2:3][CH2:2]3)=[O:66])[CH2:63][CH2:64]2)=[N:33][CH:34]=[C:35]([CH:36]=1)[C:37]([NH:38][C:39]1[S:40][C:41]([CH2:50][N:51]([CH2:53][CH2:54][CH2:55][O:56][CH3:57])[CH3:52])=[C:42]([C:44]2[S:45][CH:46]=[C:47]([Cl:49])[CH:48]=2)[N:43]=1)=[O:58]. (5) Given the reactants [N:1]1[CH:6]=[CH:5][CH:4]=[CH:3][CH:2]=1.[Br:7]C[C:9]1[NH:10][C:11](CBr)=[C:12](C(OCCCCCCCCCC)=O)[CH:13](C2C=CC=CC=2)[C:14]=1C(OCCCCCCCCCC)=O, predict the reaction product. The product is: [Br-:7].[Br-:7].[N+:1]1([N+:10]2[CH:11]=[CH:12][CH:13]=[CH:14][CH:9]=2)[CH:6]=[CH:5][CH:4]=[CH:3][CH:2]=1. (6) Given the reactants [CH2:1]([O:8][C:9]1[CH:24]=[CH:23][C:12]([C:13]([NH:15][C:16]2[CH:17]=[N:18][CH:19]=[CH:20][C:21]=2Cl)=O)=[CH:11][CH:10]=1)[C:2]1[CH:7]=[CH:6][CH:5]=[CH:4][CH:3]=1.COC1C=CC(P2(=S)SP(C3C=CC(OC)=CC=3)(=S)[S:34]2)=CC=1.O, predict the reaction product. The product is: [CH2:1]([O:8][C:9]1[CH:24]=[CH:23][C:12]([C:13]2[S:34][C:21]3[CH:20]=[CH:19][N:18]=[CH:17][C:16]=3[N:15]=2)=[CH:11][CH:10]=1)[C:2]1[CH:7]=[CH:6][CH:5]=[CH:4][CH:3]=1. (7) The product is: [CH2:1]([O:8][C:9]1[CH:10]=[CH:11][C:12]([C:15]2[O:31][C:19](=[O:20])[C:18]3[C:17]([CH:16]=2)=[CH:29][CH:28]=[CH:27][C:26]=3[Cl:30])=[CH:13][CH:14]=1)[C:2]1[CH:3]=[CH:4][CH:5]=[CH:6][CH:7]=1. Given the reactants [CH2:1]([O:8][C:9]1[CH:14]=[CH:13][C:12]([C:15](=[O:31])[CH2:16][C:17]2[CH:29]=[CH:28][CH:27]=[C:26]([Cl:30])[C:18]=2[C:19](N(CC)CC)=[O:20])=[CH:11][CH:10]=1)[C:2]1[CH:7]=[CH:6][CH:5]=[CH:4][CH:3]=1, predict the reaction product. (8) Given the reactants [C:1]([O:5][CH3:6])(=[O:4])[CH2:2][SH:3].[C:7]([O:11][CH3:12])(=[O:10])[CH:8]=[CH2:9], predict the reaction product. The product is: [CH3:12][O:11][C:7](=[O:10])[CH2:8][CH2:9][S:3][CH2:2][C:1]([O:5][CH3:6])=[O:4]. (9) Given the reactants [F:1][C:2]([F:33])([F:32])[C:3]1[CH:8]=[CH:7][CH:6]=[CH:5][C:4]=1[C:9]([NH:11][C:12]1[CH:13]=[C:14]2[C:18](=[C:19]([C:21]([OH:23])=O)[CH:20]=1)[N:17]([CH2:24][O:25][CH2:26][CH2:27][Si:28]([CH3:31])([CH3:30])[CH3:29])[N:16]=[CH:15]2)=[O:10].CN(C(O[N:42]1N=N[C:44]2[CH:45]=[CH:46][CH:47]=[CH:48][C:43]1=2)=[N+](C)C)C.F[P-](F)(F)(F)(F)F.C(N(CC)CC)C.C1(N)CCCCC1, predict the reaction product. The product is: [CH:43]1([NH:42][C:21]([C:19]2[CH:20]=[C:12]([NH:11][C:9]([C:4]3[CH:5]=[CH:6][CH:7]=[CH:8][C:3]=3[C:2]([F:1])([F:33])[F:32])=[O:10])[CH:13]=[C:14]3[C:18]=2[N:17]([CH2:24][O:25][CH2:26][CH2:27][Si:28]([CH3:30])([CH3:31])[CH3:29])[N:16]=[CH:15]3)=[O:23])[CH2:48][CH2:47][CH2:46][CH2:45][CH2:44]1.